This data is from NCI-60 drug combinations with 297,098 pairs across 59 cell lines. The task is: Regression. Given two drug SMILES strings and cell line genomic features, predict the synergy score measuring deviation from expected non-interaction effect. (1) Drug 1: C1CCC(CC1)NC(=O)N(CCCl)N=O. Drug 2: COC1=C2C(=CC3=C1OC=C3)C=CC(=O)O2. Cell line: NCI/ADR-RES. Synergy scores: CSS=11.0, Synergy_ZIP=3.42, Synergy_Bliss=7.42, Synergy_Loewe=2.53, Synergy_HSA=2.94. (2) Drug 1: CC12CCC(CC1=CCC3C2CCC4(C3CC=C4C5=CN=CC=C5)C)O. Drug 2: C(CC(=O)O)C(=O)CN.Cl. Cell line: HCT116. Synergy scores: CSS=5.73, Synergy_ZIP=-2.26, Synergy_Bliss=-3.14, Synergy_Loewe=-3.06, Synergy_HSA=-3.02.